This data is from Full USPTO retrosynthesis dataset with 1.9M reactions from patents (1976-2016). The task is: Predict the reactants needed to synthesize the given product. (1) Given the product [F:20][C:17]1[CH:16]=[CH:15][C:14]([CH2:13][N:10]2[C:11](=[O:12])[C:6]([C:4]([NH:25][CH2:26][C:27]([OH:29])=[O:28])=[O:5])=[C:7]([OH:24])[C:8]3=[CH:23][CH:22]=[CH:21][N:9]23)=[CH:19][CH:18]=1, predict the reactants needed to synthesize it. The reactants are: C(O[C:4]([C:6]1[C:11](=[O:12])[N:10]([CH2:13][C:14]2[CH:19]=[CH:18][C:17]([F:20])=[CH:16][CH:15]=2)[N:9]2[CH:21]=[CH:22][CH:23]=[C:8]2[C:7]=1[OH:24])=[O:5])C.[NH2:25][CH2:26][C:27]([O-:29])=[O:28].[Na+]. (2) Given the product [CH3:13][O:14][C:15]1[CH:16]=[C:17]2[C:18](=[CH:22][CH:23]=1)[C:19](=[O:21])[O:20][CH2:1][CH2:24]2, predict the reactants needed to synthesize it. The reactants are: [CH:1](NC(C)C)(C)C.C([Li])CCC.[CH3:13][O:14][C:15]1[CH:23]=[CH:22][C:18]([C:19]([OH:21])=[O:20])=[C:17]([CH3:24])[CH:16]=1.C=O. (3) Given the product [Br:17][CH2:2][C:3]1[CH:12]=[CH:11][C:10]2[C:5](=[CH:6][CH:7]=[C:8]([O:13][CH3:14])[CH:9]=2)[CH:4]=1, predict the reactants needed to synthesize it. The reactants are: O[CH2:2][C:3]1[CH:12]=[CH:11][C:10]2[C:5](=[CH:6][CH:7]=[C:8]([O:13][CH3:14])[CH:9]=2)[CH:4]=1.O.P(Br)(Br)[Br:17].C([O-])(O)=O.[Na+]. (4) The reactants are: [Cl:1][C:2]1[CH:3]=[C:4]2[C:8](=[CH:9][CH:10]=1)[NH:7][C:6](=[O:11])[C:5]2([N:20]1[CH2:28][C:27]2[C:22](=[CH:23][CH:24]=[CH:25][CH:26]=2)[CH:21]1[C:29]([N:31]([CH3:33])[CH3:32])=[O:30])[C:12]1[CH:17]=[CH:16][CH:15]=[CH:14][C:13]=1[O:18][CH3:19].[CH3:34][O:35][C:36]1[CH:41]=[CH:40][C:39]([S:42](Cl)(=[O:44])=[O:43])=[C:38]([O:46][C:47]([F:50])([F:49])[F:48])[CH:37]=1. Given the product [Cl:1][C:2]1[CH:3]=[C:4]2[C:8](=[CH:9][CH:10]=1)[N:7]([S:42]([C:39]1[CH:40]=[CH:41][C:36]([O:35][CH3:34])=[CH:37][C:38]=1[O:46][C:47]([F:48])([F:49])[F:50])(=[O:44])=[O:43])[C:6](=[O:11])[C:5]2([N:20]1[CH2:28][C:27]2[C:22](=[CH:23][CH:24]=[CH:25][CH:26]=2)[CH:21]1[C:29]([N:31]([CH3:32])[CH3:33])=[O:30])[C:12]1[CH:17]=[CH:16][CH:15]=[CH:14][C:13]=1[O:18][CH3:19], predict the reactants needed to synthesize it.